Dataset: Catalyst prediction with 721,799 reactions and 888 catalyst types from USPTO. Task: Predict which catalyst facilitates the given reaction. (1) Reactant: [Si]([O:18][C:19]1[CH:20]=[C:21](/[CH:26]=[CH:27]/[S:28]([NH:31][C@H:32]2[CH2:36][CH2:35][N:34]([C@@H:37]([CH3:46])[C:38]([N:40]3[CH2:45][CH2:44][O:43][CH2:42][CH2:41]3)=[O:39])[C:33]2=[O:47])(=[O:30])=[O:29])[CH:22]=[CH:23][C:24]=1[Cl:25])(C(C)(C)C)(C1C=CC=CC=1)C1C=CC=CC=1.[F-].C([N+](CCCC)(CCCC)CCCC)CCC. Product: [Cl:25][C:24]1[CH:23]=[CH:22][C:21](/[CH:26]=[CH:27]/[S:28]([NH:31][C@H:32]2[CH2:36][CH2:35][N:34]([C@@H:37]([CH3:46])[C:38]([N:40]3[CH2:41][CH2:42][O:43][CH2:44][CH2:45]3)=[O:39])[C:33]2=[O:47])(=[O:30])=[O:29])=[CH:20][C:19]=1[OH:18]. The catalyst class is: 1. (2) Reactant: [CH:1]1([N:4]=[C:5]=[S:6])[CH2:3][CH2:2]1.[C:7]([O:11][C:12](=[O:25])[N:13]([C@@H:15]([CH2:23][NH2:24])[CH2:16][C:17]1[CH:22]=[CH:21][CH:20]=[CH:19][CH:18]=1)[CH3:14])([CH3:10])([CH3:9])[CH3:8]. Product: [C:7]([O:11][C:12](=[O:25])[N:13]([C@H:15]([CH2:16][C:17]1[CH:22]=[CH:21][CH:20]=[CH:19][CH:18]=1)[CH2:23][NH:24][C:5]([NH:4][CH:1]1[CH2:3][CH2:2]1)=[S:6])[CH3:14])([CH3:10])([CH3:8])[CH3:9]. The catalyst class is: 4. (3) Reactant: C([O:3][C:4](=O)[CH2:5][C:6]1([CH2:20][N+:21]([O-])=O)[CH2:11][CH2:10][C:9]([CH:15]2[CH2:19][CH2:18][CH2:17][CH2:16]2)([N:12]([CH3:14])[CH3:13])[CH2:8][CH2:7]1)C. Product: [CH:15]1([C:9]2([N:12]([CH3:14])[CH3:13])[CH2:10][CH2:11][C:6]3([CH2:20][NH:21][C:4](=[O:3])[CH2:5]3)[CH2:7][CH2:8]2)[CH2:16][CH2:17][CH2:18][CH2:19]1. The catalyst class is: 227. (4) Reactant: FC(F)(F)C(O)=O.C(NC1NC2C(N=C(OC)N=2)=C(N)N=1)CCC.C(=O)([O-])[O-].[K+].[K+].BrCCCCCCl.N1CCCCCC1.C(N(CC)CC)C.[CH2:52]([NH:56][C:57]1[N:65]=[C:64]2[C:60]([N:61]=[C:62]([O:78]C)[N:63]2[CH2:66][CH2:67][CH2:68][CH2:69][CH2:70][N:71]2[CH2:77][CH2:76][CH2:75][CH2:74][CH2:73][CH2:72]2)=[C:59]([NH2:80])[N:58]=1)[CH2:53][CH2:54][CH3:55]. Product: [NH2:80][C:59]1[N:58]=[C:57]([NH:56][CH2:52][CH2:53][CH2:54][CH3:55])[N:65]=[C:64]2[C:60]=1[NH:61][C:62](=[O:78])[N:63]2[CH2:66][CH2:67][CH2:68][CH2:69][CH2:70][N:71]1[CH2:72][CH2:73][CH2:74][CH2:75][CH2:76][CH2:77]1. The catalyst class is: 3. (5) The catalyst class is: 385. Reactant: [Cl:1][C:2]1[CH:3]=[C:4]([C:8](=[O:10])[CH3:9])[CH:5]=[CH:6][CH:7]=1.[Li+].C[Si]([N-][Si](C)(C)C)(C)C.[C:21](OC(C)(C)C)(=[O:29])[C:22]([O:24][C:25]([CH3:28])([CH3:27])[CH3:26])=[O:23]. Product: [Cl:1][C:2]1[CH:3]=[C:4]([C:8](=[O:10])[CH2:9][C:21](=[O:29])[C:22]([O:24][C:25]([CH3:28])([CH3:27])[CH3:26])=[O:23])[CH:5]=[CH:6][CH:7]=1.